From a dataset of Forward reaction prediction with 1.9M reactions from USPTO patents (1976-2016). Predict the product of the given reaction. (1) Given the reactants [ClH:1].[CH3:2][C@@H:3]1[CH2:8][O:7][CH2:6][CH2:5][NH:4]1.C([N:11]([CH2:14][CH3:15])[CH2:12][CH3:13])C.C=O.[F:18][C:19]([F:29])([F:28])[C:20]1[CH:25]=CC([N+]#[C-])=[CH:22][CH:21]=1.C[Si]([N:34]=[N+:35]=[N-:36])(C)C, predict the reaction product. The product is: [ClH:1].[CH3:2][C@@H:3]1[CH2:8][O:7][CH2:6][CH2:5][N:4]1[CH2:15][C:14]1[N:11]([C:12]2[CH:13]=[CH:25][C:20]([C:19]([F:29])([F:28])[F:18])=[CH:21][CH:22]=2)[N:36]=[N:35][N:34]=1. (2) Given the reactants [Si:1]([N:8]([CH2:12][CH2:13][CH2:14][CH3:15])[CH2:9][CH:10]=[CH2:11])([C:4]([CH3:7])([CH3:6])[CH3:5])([CH3:3])[CH3:2].[CH3:16][O:17][SiH:18]([O:21][CH3:22])[O:19][CH3:20], predict the reaction product. The product is: [Si:1]([N:8]([CH2:12][CH2:13][CH2:14][CH3:15])[CH2:9][CH2:10][CH2:11][Si:18]([O:21][CH3:22])([O:19][CH3:20])[O:17][CH3:16])([C:4]([CH3:6])([CH3:7])[CH3:5])([CH3:2])[CH3:3]. (3) Given the reactants I[C:2]1[CH:7]=[CH:6][C:5]([CH2:8][C:9]([OH:11])=[O:10])=[CH:4][C:3]=1[C:12]1[CH:17]=[CH:16][C:15]([C:18]([F:21])([F:20])[F:19])=[CH:14][CH:13]=1.[CH2:22]([C:25]1[CH:30]=[C:29]([C:31]([F:34])([F:33])[F:32])[CH:28]=[CH:27][C:26]=1B1OC(C)(C)C(C)(C)O1)[CH2:23][CH3:24].ClCCl.C(=O)([O-])[O-].[Na+].[Na+], predict the reaction product. The product is: [F:19][C:18]([F:21])([F:20])[C:15]1[CH:16]=[CH:17][C:12]([C:3]2[CH:4]=[C:5]([CH2:8][C:9]([OH:11])=[O:10])[CH:6]=[CH:7][C:2]=2[C:26]2[CH:27]=[CH:28][C:29]([C:31]([F:32])([F:34])[F:33])=[CH:30][C:25]=2[CH2:22][CH2:23][CH3:24])=[CH:13][CH:14]=1.